From a dataset of Full USPTO retrosynthesis dataset with 1.9M reactions from patents (1976-2016). Predict the reactants needed to synthesize the given product. (1) Given the product [F:29][C:21]1[CH:22]=[C:23]([N+:26]([O-:28])=[O:27])[CH:24]=[CH:25][C:20]=1[O:19][C:13]1[C:12]2[C:17](=[CH:18][C:9]([OH:8])=[C:10]([O:30][CH3:31])[CH:11]=2)[N:16]=[CH:15][CH:14]=1, predict the reactants needed to synthesize it. The reactants are: C([O:8][C:9]1[CH:18]=[C:17]2[C:12]([C:13]([O:19][C:20]3[CH:25]=[CH:24][C:23]([N+:26]([O-:28])=[O:27])=[CH:22][C:21]=3[F:29])=[CH:14][CH:15]=[N:16]2)=[CH:11][C:10]=1[O:30][CH3:31])C1C=CC=CC=1.Br. (2) Given the product [ClH:15].[CH3:1][O:2][C:3]1[CH:4]=[CH:5][C:6]([CH:9]2[CH2:14][CH2:13][CH2:12][NH:11][CH2:10]2)=[CH:7][CH:8]=1, predict the reactants needed to synthesize it. The reactants are: [CH3:1][O:2][C:3]1[CH:8]=[CH:7][C:6]([C:9]2[CH:10]=[N:11][CH:12]=[CH:13][CH:14]=2)=[CH:5][CH:4]=1.[ClH:15]. (3) Given the product [Cl-:1].[CH3:17][NH+:16]1[CH2:18][CH2:20][C:2]2([C:14]3[N:6]([N:7]=[C:8]4[C:13]=3[CH:12]=[CH:11][CH:10]=[CH:9]4)[CH2:5][CH2:4][O:3]2)[CH2:15]1, predict the reactants needed to synthesize it. The reactants are: [Cl-:1].[C@H:2]1([CH2:15][NH+:16]([CH3:18])[CH3:17])[C:14]2[N:6]([N:7]=[C:8]3[C:13]=2[CH:12]=[CH:11][CH:10]=[CH:9]3)[CH2:5][CH2:4][O:3]1.[Cl-].[C@H:20]1(C[NH2+]C)C2N(N=C3C=2C=CC=C3)CCO1. (4) Given the product [CH2:25]([O:27][CH:28]([O:32][CH2:33][CH3:34])[CH2:29][CH2:30][NH:31][C:2]1[N:7]=[C:6]([NH:8][CH2:9][C:10]#[CH:11])[N:5]=[C:4]([N:12]([CH3:15])[O:13][CH3:14])[N:3]=1)[CH3:26], predict the reactants needed to synthesize it. The reactants are: Cl[C:2]1[N:7]=[C:6]([NH:8][CH2:9][C:10]#[CH:11])[N:5]=[C:4]([N:12]([CH3:15])[O:13][CH3:14])[N:3]=1.C(N(CC)C(C)C)(C)C.[CH2:25]([O:27][CH:28]([O:32][CH2:33][CH3:34])[CH2:29][CH2:30][NH2:31])[CH3:26].C([O-])(O)=O.[Na+]. (5) Given the product [CH3:12][C:7]1[CH:8]=[C:9]2[C:4](=[CH:5][CH:6]=1)[CH:3]=[C:2]([C:16]1[CH:17]=[CH:18][CH:19]=[CH:20][C:15]=1[CH:13]=[O:14])[CH:11]=[CH:10]2, predict the reactants needed to synthesize it. The reactants are: Br[C:2]1[CH:11]=[CH:10][C:9]2[C:4](=[CH:5][CH:6]=[C:7]([CH3:12])[CH:8]=2)[CH:3]=1.[CH:13]([C:15]1[CH:20]=[CH:19][CH:18]=[CH:17][C:16]=1B(O)O)=[O:14].C(=O)([O-])[O-].[Na+].[Na+]. (6) The reactants are: Cl.[CH3:2][N:3]1[CH:8]2[CH2:9][CH2:10][CH2:11][CH:4]1[CH2:5][C:6](=[N:12]O)[CH2:7]2.[OH-].[NH4+].[H][H]. Given the product [NH2:12][CH:6]1[CH2:5][CH:4]2[N:3]([CH3:2])[CH:8]([CH2:9][CH2:10][CH2:11]2)[CH2:7]1, predict the reactants needed to synthesize it. (7) Given the product [Br:1][C:2]1[CH:3]=[C:4]([C:8]([F:37])([CH2:24][C:25]2[CH:30]=[CH:29][C:28]([Cl:31])=[CH:27][CH:26]=2)[C@@H:9]([NH:11][S:12]([C:15]2[CH:20]=[CH:19][C:18]([N+:21]([O-:23])=[O:22])=[CH:17][CH:16]=2)(=[O:14])=[O:13])[CH3:10])[CH:5]=[CH:6][CH:7]=1, predict the reactants needed to synthesize it. The reactants are: [Br:1][C:2]1[CH:3]=[C:4]([C:8](O)([CH2:24][C:25]2[CH:30]=[CH:29][C:28]([Cl:31])=[CH:27][CH:26]=2)[C@@H:9]([NH:11][S:12]([C:15]2[CH:20]=[CH:19][C:18]([N+:21]([O-:23])=[O:22])=[CH:17][CH:16]=2)(=[O:14])=[O:13])[CH3:10])[CH:5]=[CH:6][CH:7]=1.CN(S(F)(F)[F:37])C. (8) The reactants are: [Cl:1][C:2]1[CH:3]=[CH:4][C:5]([N:20]2[CH:24]=[CH:23][N:22]=[CH:21]2)=[C:6]([C:8]([C:10]2[CH:15]=[CH:14][CH:13]=[C:12]([O:16][CH3:17])[C:11]=2[O:18][CH3:19])=[O:9])[CH:7]=1.[CH2:25]=[O:26]. Given the product [Cl:1][C:2]1[CH:3]=[CH:4][C:5]([N:20]2[CH:24]=[CH:23][N:22]=[C:21]2[CH2:25][OH:26])=[C:6]([C:8]([C:10]2[CH:15]=[CH:14][CH:13]=[C:12]([O:16][CH3:17])[C:11]=2[O:18][CH3:19])=[O:9])[CH:7]=1, predict the reactants needed to synthesize it. (9) Given the product [Cl:34][C:24]1[N:23]=[C:22]([C:20]2[CH:19]=[CH:18][N:17]=[C:16]([NH:15][C:11]3[CH:12]=[CH:13][CH:14]=[C:9]([F:8])[CH:10]=3)[CH:21]=2)[CH:27]=[CH:26][N:25]=1, predict the reactants needed to synthesize it. The reactants are: N1C=CC=CC=1N.[F:8][C:9]1[CH:10]=[C:11]([NH:15][C:16]2[CH:21]=[C:20]([C:22]3[CH:27]=[CH:26][N:25]=[C:24](NCC(OC)C)[N:23]=3)[CH:19]=[CH:18][N:17]=2)[CH:12]=[CH:13][CH:14]=1.[Cl:34]C1N=C(Cl)C=CN=1.